Dataset: Ames mutagenicity test results for genotoxicity prediction. Task: Regression/Classification. Given a drug SMILES string, predict its toxicity properties. Task type varies by dataset: regression for continuous values (e.g., LD50, hERG inhibition percentage) or binary classification for toxic/non-toxic outcomes (e.g., AMES mutagenicity, cardiotoxicity, hepatotoxicity). Dataset: ames. (1) The result is 0 (non-mutagenic). The molecule is O=C(O)CCC(=O)Nc1ccc(Cl)c(Cl)c1. (2) The compound is N#C/C(=C\C=C\c1ccccc1)c1ccc(Cl)cc1. The result is 1 (mutagenic).